From a dataset of Catalyst prediction with 721,799 reactions and 888 catalyst types from USPTO. Predict which catalyst facilitates the given reaction. (1) Reactant: O=[C:2]([C:24]1[S:25][CH:26]=[CH:27][CH:28]=1)[CH2:3][NH:4][C:5]([C:7]1[S:8][C:9]2[C:15]([N:16]3[CH2:21][CH2:20][O:19][CH2:18][CH2:17]3)=[CH:14][CH:13]=[C:12]([O:22][CH3:23])[C:10]=2[N:11]=1)=O.FC(F)(F)C([O-])=O.[NH4+:36]. Product: [CH3:23][O:22][C:12]1[C:10]2[N:11]=[C:7]([C:5]3[NH:4][CH:3]=[C:2]([C:24]4[S:25][CH:26]=[CH:27][CH:28]=4)[N:36]=3)[S:8][C:9]=2[C:15]([N:16]2[CH2:21][CH2:20][O:19][CH2:18][CH2:17]2)=[CH:14][CH:13]=1. The catalyst class is: 6. (2) Reactant: [CH3:1][O:2][C:3]([C:5]1[CH:10]=[C:9]([NH:11][S:12]([CH2:15][C:16]2[CH:21]=[CH:20][CH:19]=[CH:18][CH:17]=2)(=[O:14])=[O:13])[CH:8]=[CH:7][N:6]=1)=[O:4].[C:22](=O)([O-])[O-].[K+].[K+].CI. Product: [CH3:1][O:2][C:3]([C:5]1[CH:10]=[C:9]([N:11]([CH3:22])[S:12]([CH2:15][C:16]2[CH:21]=[CH:20][CH:19]=[CH:18][CH:17]=2)(=[O:14])=[O:13])[CH:8]=[CH:7][N:6]=1)=[O:4]. The catalyst class is: 9. (3) Reactant: [NH2:1][CH2:2][CH:3]([CH3:24])[CH2:4][C:5]([NH:7][C:8]1[CH:9]=[C:10]2[C:15](=[CH:16][CH:17]=1)[N:14]([CH2:18][CH3:19])[C:13](=[O:20])[N:12]([CH2:21][CH3:22])[C:11]2=[O:23])=[O:6].CCN=C=NCCCN(C)C.C1C=CC2N(O)N=NC=2C=1.[C:46]([C:48]1[CH:56]=[CH:55][C:51]([C:52](O)=[O:53])=[CH:50][CH:49]=1)#[N:47]. Product: [C:46]([C:48]1[CH:56]=[CH:55][C:51]([C:52]([NH:1][CH2:2][CH:3]([CH3:24])[CH2:4][C:5]([NH:7][C:8]2[CH:9]=[C:10]3[C:15](=[CH:16][CH:17]=2)[N:14]([CH2:18][CH3:19])[C:13](=[O:20])[N:12]([CH2:21][CH3:22])[C:11]3=[O:23])=[O:6])=[O:53])=[CH:50][CH:49]=1)#[N:47]. The catalyst class is: 3. (4) Reactant: [N+:1]([C:4]1[CH:9]=[C:8]([N+:10]([O-])=O)[CH:7]=[CH:6][C:5]=1/[CH:13]=[CH:14]/[C:15]([O:17][CH2:18][CH3:19])=[O:16])([O-])=O. Product: [CH2:18]([O:17][C:15](=[O:16])[CH2:14][CH2:13][C:5]1[CH:6]=[CH:7][C:8]([NH2:10])=[CH:9][C:4]=1[NH2:1])[CH3:19]. The catalyst class is: 105. (5) Reactant: [CH3:1][N:2]([CH:4]=O)C.[CH3:6]OC(OC)N(C)C.N1[CH2:18][CH2:17][CH2:16][CH2:15]1.C(O[CH2:23][CH3:24])(=O)C. Product: [CH3:15][C:16]1[CH:24]=[CH:23][CH:6]=[C:1]2[C:17]=1[CH:18]=[CH:4][NH:2]2. The catalyst class is: 45. (6) Reactant: [CH2:1]([C@H:5]([NH:23][C:24](=[O:38])[NH:25][C@H:26]([C:32]1[CH:37]=[CH:36][CH:35]=[CH:34][CH:33]=1)[CH2:27][C:28]([O:30][CH3:31])=[O:29])[CH2:6][O:7][C:8](=[O:22])[N:9]([CH2:16][C:17]1[S:18][CH:19]=[CH:20][CH:21]=1)[CH2:10][C:11]1[S:12][CH:13]=[CH:14][CH:15]=1)[CH2:2][CH2:3][CH3:4].S1C=CC=C1CN(CC1SC=CC=1)C(N(C[C:51]([O:53]C)=[O:52])C)=O.Cl.COC(=O)CNC.S1C=CC=C1CN(CC1SC=CC=1)C(=O)[C@@H](NC(N[C@H](C1C=CC=CC=1)C(OC)=O)=O)CCCC.Cl.COC(=O)[C@@H](C1C=CC=CC=1)N. Product: [O:52]1[C:35]2[CH:34]=[CH:33][C:32]([C@H:26]([CH2:27][C:28]([O:30][CH3:31])=[O:29])[NH:25][C:24](=[O:38])[NH:23][C@@H:5]([CH2:1][CH2:2][CH2:3][CH3:4])[CH2:6][O:7][C:8](=[O:22])[N:9]([CH2:16][C:17]3[S:18][CH:19]=[CH:20][CH:21]=3)[CH2:10][C:11]3[S:12][CH:13]=[CH:14][CH:15]=3)=[CH:37][C:36]=2[O:53][CH2:51]1. The catalyst class is: 4.